This data is from Forward reaction prediction with 1.9M reactions from USPTO patents (1976-2016). The task is: Predict the product of the given reaction. (1) Given the reactants [N+:1]([O-:4])(O)=[O:2].[CH3:5][C:6]1([CH3:16])[O:10][B:9]([OH:11])[C:8]2[CH:12]=[CH:13][CH:14]=[CH:15][C:7]1=2, predict the reaction product. The product is: [CH3:5][C:6]1([CH3:16])[O:10][B:9]([OH:11])[C:8]2[CH:12]=[C:13]([N+:1]([O-:4])=[O:2])[CH:14]=[CH:15][C:7]1=2. (2) Given the reactants [Cl:1][C:2]1[CH:3]=[C:4]([NH:9][C:10]2[C:11]3[CH2:18][C:17](=[O:19])[NH:16][C:12]=3[N:13]=[CH:14][N:15]=2)[CH:5]=[CH:6][C:7]=1[F:8].[CH3:20][C:21]1[C:25]([C:26]([N:28]2[CH2:33][CH2:32][N:31]([CH3:34])[CH2:30][CH2:29]2)=[O:27])=[C:24]([CH3:35])[NH:23][C:22]=1[CH:36]=O, predict the reaction product. The product is: [Cl:1][C:2]1[CH:3]=[C:4]([NH:9][C:10]2[C:11]3[C:18](=[CH:36][C:22]4[NH:23][C:24]([CH3:35])=[C:25]([C:26]([N:28]5[CH2:29][CH2:30][N:31]([CH3:34])[CH2:32][CH2:33]5)=[O:27])[C:21]=4[CH3:20])[C:17](=[O:19])[NH:16][C:12]=3[N:13]=[CH:14][N:15]=2)[CH:5]=[CH:6][C:7]=1[F:8]. (3) Given the reactants O[C:2]1([CH3:27])[O:6][C:5](=O)[C:4]([C:8]2[C:13]([F:14])=[CH:12][C:11]([F:15])=[CH:10][C:9]=2[F:16])=[C:3]1[C:17]1[CH:26]=[CH:25][C:24]2[C:19](=[CH:20][CH:21]=[CH:22][CH:23]=2)[CH:18]=1.O.[NH2:29][NH2:30], predict the reaction product. The product is: [CH3:27][C:2]1[C:3]([C:17]2[CH:26]=[CH:25][C:24]3[C:19](=[CH:20][CH:21]=[CH:22][CH:23]=3)[CH:18]=2)=[C:4]([C:8]2[C:13]([F:14])=[CH:12][C:11]([F:15])=[CH:10][C:9]=2[F:16])[C:5](=[O:6])[NH:29][N:30]=1. (4) Given the reactants [F:1][C:2]1[C:7]([F:8])=[CH:6][C:5]([CH2:9][C:10](O)=[O:11])=[C:4]([O:13][CH3:14])[CH:3]=1.[H-].[H-].[H-].[H-].[Li+].[Al+3], predict the reaction product. The product is: [F:1][C:2]1[C:7]([F:8])=[CH:6][C:5]([CH2:9][CH2:10][OH:11])=[C:4]([O:13][CH3:14])[CH:3]=1. (5) The product is: [CH3:22][S:23]([O:14][CH2:13][C:11]1[CH:10]=[CH:9][N:8]=[C:7]([C:5]([NH:4][CH:1]2[CH2:3][CH2:2]2)=[O:6])[CH:12]=1)(=[O:25])=[O:24]. Given the reactants [CH:1]1([NH:4][C:5]([C:7]2[CH:12]=[C:11]([CH2:13][OH:14])[CH:10]=[CH:9][N:8]=2)=[O:6])[CH2:3][CH2:2]1.C(N(CC)CC)C.[CH3:22][S:23](Cl)(=[O:25])=[O:24], predict the reaction product. (6) Given the reactants [H-].[Na+].C(OC(C1OC(C2C=CC(C(F)(F)F)=CC=2)=NC=1C(C)C)=O)C.CN(C)C=O.[F:31][C:32]([F:43])([F:42])[C:33]1[CH:41]=[CH:40][C:36]([C:37]([OH:39])=[O:38])=[CH:35][CH:34]=1.[CH2:44]([O:46][C:47](=[O:55])[CH:48](Cl)[C:49](=[O:53])[CH:50]([CH3:52])[CH3:51])[CH3:45], predict the reaction product. The product is: [CH2:44]([O:46][C:47]([CH:48]([O:38][C:37](=[O:39])[C:36]1[CH:40]=[CH:41][C:33]([C:32]([F:42])([F:43])[F:31])=[CH:34][CH:35]=1)[C:49](=[O:53])[CH:50]([CH3:52])[CH3:51])=[O:55])[CH3:45].